From a dataset of Forward reaction prediction with 1.9M reactions from USPTO patents (1976-2016). Predict the product of the given reaction. (1) Given the reactants Br[C:2]1[CH:14]=[CH:13][C:5]([CH2:6][N:7]2[CH2:12][CH2:11][NH:10][CH2:9][CH2:8]2)=[CH:4][CH:3]=1.[F:15][C:16]([F:27])([F:26])[C:17]1[CH:22]=[CH:21][CH:20]=[CH:19][C:18]=1B(O)O.C(=O)([O-])[O-].[Na+].[Na+].C1(C)C=CC=CC=1, predict the reaction product. The product is: [F:15][C:16]([F:27])([F:26])[C:17]1[CH:22]=[CH:21][CH:20]=[CH:19][C:18]=1[C:2]1[CH:14]=[CH:13][C:5]([CH2:6][N:7]2[CH2:12][CH2:11][NH:10][CH2:9][CH2:8]2)=[CH:4][CH:3]=1. (2) Given the reactants O.O.O.[F-].C([N+](CCCC)(CCCC)CCCC)CCC.C([Si](C)(C)[O:27][CH2:28][CH2:29][CH2:30][CH2:31][CH2:32][CH:33]1[O:36][C:35](=[O:37])[CH:34]1[CH2:38][CH2:39][CH2:40][CH2:41][CH2:42][CH3:43])(C)(C)C, predict the reaction product. The product is: [CH2:38]([CH:34]1[CH:33]([CH2:32][CH2:31][CH2:30][CH2:29][CH2:28][OH:27])[O:36][C:35]1=[O:37])[CH2:39][CH2:40][CH2:41][CH2:42][CH3:43]. (3) Given the reactants [CH3:1][C:2]1[S:11][C:10]2[NH:9][C:8]3[CH:12]=[CH:13][CH:14]=[CH:15][C:7]=3[N:6]=[C:5]([N:16]3[CH2:21][CH2:20][NH:19][C@@H:18]([CH2:22][CH2:23][C:24]4[CH:29]=[CH:28][CH:27]=[CH:26][N:25]=4)[CH2:17]3)[C:4]=2[CH:3]=1.C=O.[CH2:32](Cl)[Cl:33].C(O[BH-](OC(=O)C)OC(=O)C)(=O)C.[Na+], predict the reaction product. The product is: [ClH:33].[ClH:33].[ClH:33].[CH3:1][C:2]1[S:11][C:10]2[NH:9][C:8]3[CH:12]=[CH:13][CH:14]=[CH:15][C:7]=3[N:6]=[C:5]([N:16]3[CH2:21][CH2:20][N:19]([CH3:32])[C@@H:18]([CH2:22][CH2:23][C:24]4[CH:29]=[CH:28][CH:27]=[CH:26][N:25]=4)[CH2:17]3)[C:4]=2[CH:3]=1. (4) Given the reactants [CH3:1][C:2]1[CH:3]=[CH:4][C:5]2[N:6]([C:8]([C:11]([OH:13])=O)=[CH:9][N:10]=2)[CH:7]=1.C(Cl)(=O)C(Cl)=O.CN(C=O)C.[NH2:25][C:26]1[CH:27]=[C:28]([CH:42]=[CH:43][C:44]=1[F:45])[C:29]([NH:31][C@@H:32]1[C:40]2[C:35](=[CH:36][CH:37]=[CH:38][CH:39]=2)[CH2:34][C@@H:33]1[OH:41])=[O:30], predict the reaction product. The product is: [F:45][C:44]1[CH:43]=[CH:42][C:28]([C:29](=[O:30])[NH:31][C@@H:32]2[C:40]3[C:35](=[CH:36][CH:37]=[CH:38][CH:39]=3)[CH2:34][C@@H:33]2[OH:41])=[CH:27][C:26]=1[NH:25][C:11]([C:8]1[N:6]2[CH:7]=[C:2]([CH3:1])[CH:3]=[CH:4][C:5]2=[N:10][CH:9]=1)=[O:13].